This data is from Reaction yield outcomes from USPTO patents with 853,638 reactions. The task is: Predict the reaction yield, written as a fraction of the theoretical maximum amount of product (1.0 means a 100% yield; for example, 0.34 means a 34% yield). (1) The reactants are C(Cl)(=O)C([Cl:4])=O.[CH3:7][N:8]1[C:16]2[C:11](=[CH:12][C:13]([S:17]([OH:20])(=O)=[O:18])=[CH:14][CH:15]=2)[CH2:10][CH2:9]1. The catalyst is ClCCl.CN(C)C=O. The product is [CH3:7][N:8]1[C:16]2[C:11](=[CH:12][C:13]([S:17]([Cl:4])(=[O:20])=[O:18])=[CH:14][CH:15]=2)[CH2:10][CH2:9]1. The yield is 0.620. (2) The reactants are FC(F)(F)C(O)=O.C(OC([N:15]1[CH2:20][CH2:19][C:18]2[N:21]([CH2:31][CH:32]([OH:48])[CH2:33][N:34]3[CH2:39][CH2:38][N:37]([C:40]4[CH:45]=[CH:44][CH:43]=[CH:42][C:41]=4[C:46]#[N:47])[CH2:36][CH2:35]3)[N:22]=[C:23]([C:24]3[CH:29]=[CH:28][C:27]([I:30])=[CH:26][CH:25]=3)[C:17]=2[CH2:16]1)=O)(C)(C)C. The catalyst is C(Cl)Cl. The product is [OH:48][CH:32]([CH2:31][N:21]1[C:18]2[CH2:19][CH2:20][NH:15][CH2:16][C:17]=2[C:23]([C:24]2[CH:29]=[CH:28][C:27]([I:30])=[CH:26][CH:25]=2)=[N:22]1)[CH2:33][N:34]1[CH2:35][CH2:36][N:37]([C:40]2[CH:45]=[CH:44][CH:43]=[CH:42][C:41]=2[C:46]#[N:47])[CH2:38][CH2:39]1. The yield is 1.00. (3) The reactants are [Cl:1][C:2]1[C:7]([Cl:8])=[CH:6][N:5]=[C:4]([NH2:9])[CH:3]=1.[C:10](N1C=CC=CC1=O)(N1C=CC=CC1=O)=[S:11]. The catalyst is ClCCl. The product is [Cl:1][C:2]1[C:7]([Cl:8])=[CH:6][N:5]=[C:4]([N:9]=[C:10]=[S:11])[CH:3]=1. The yield is 0.830.